Dataset: Forward reaction prediction with 1.9M reactions from USPTO patents (1976-2016). Task: Predict the product of the given reaction. (1) Given the reactants CCN=C=NCCCN(C)C.Cl.[N:13]1[CH:18]=[CH:17][N:16]=[CH:15][C:14]=1[C:19]([OH:21])=O.[NH2:22][C:23]([CH3:27])([CH3:26])[CH2:24][OH:25].C1C=CC2N(O)N=NC=2C=1, predict the reaction product. The product is: [OH:25][CH2:24][C:23]([NH:22][C:19]([C:14]1[CH:15]=[N:16][CH:17]=[CH:18][N:13]=1)=[O:21])([CH3:27])[CH3:26]. (2) Given the reactants Br[C:2]1[O:3][C:4]([C:7]([O:9][CH2:10][CH3:11])=[O:8])=[CH:5][CH:6]=1.C(N(CC)CC)C.O.[CH3:20][Si:21]([C:24]#[CH:25])([CH3:23])[CH3:22], predict the reaction product. The product is: [CH2:10]([O:9][C:7]([C:4]1[O:3][C:2]([C:25]#[C:24][Si:21]([CH3:23])([CH3:22])[CH3:20])=[CH:6][CH:5]=1)=[O:8])[CH3:11]. (3) Given the reactants [NH2:1][C:2]([C@H:4]1[CH2:8][CH2:7][C@H:6]([NH:9][C:10](=[O:16])[O:11][C:12]([CH3:15])([CH3:14])[CH3:13])[CH2:5]1)=O.N1C=CC=CC=1.FC(F)(F)C(OC(=O)C(F)(F)F)=O, predict the reaction product. The product is: [C:2]([C@H:4]1[CH2:8][CH2:7][C@H:6]([NH:9][C:10](=[O:16])[O:11][C:12]([CH3:14])([CH3:13])[CH3:15])[CH2:5]1)#[N:1]. (4) Given the reactants C([O:4][C@H:5]1[C@H:11]([O:12]C(=O)C)[C@@H:10]([O:16]C(=O)C)[C@:9]2([C:21]3[CH:26]=[CH:25][C:24]([Cl:27])=[C:23]([CH2:28][C:29]4[CH:34]=[CH:33][C:32]([C:35](=[N:37][O:38][CH2:39][CH3:40])[CH3:36])=[CH:31][CH:30]=4)[CH:22]=3)[O:20][C@@:6]1([CH2:41][O:42]C(=O)C)[CH2:7][O:8]2)(=O)C.CO.O.O.[OH-].[Li+], predict the reaction product. The product is: [CH2:39]([O:38][N:37]=[C:35]([C:32]1[CH:31]=[CH:30][C:29]([CH2:28][C:23]2[CH:22]=[C:21]([C@@:9]34[O:20][C@@:6]([CH2:41][OH:42])([CH2:7][O:8]3)[C@@H:5]([OH:4])[C@H:11]([OH:12])[C@H:10]4[OH:16])[CH:26]=[CH:25][C:24]=2[Cl:27])=[CH:34][CH:33]=1)[CH3:36])[CH3:40]. (5) Given the reactants Br[C:2]1[CH:10]=[CH:9][C:5]([C:6]([NH2:8])=[O:7])=[CH:4][CH:3]=1.B1(B2OC(C)(C)C(C)(C)O2)OC(C)(C)C(C)(C)O1.C([O-])(=O)C.[K+].[C:34]([O:38][C:39]([NH:41][C:42]([CH3:62])([CH3:61])[CH2:43][C:44]1[C:52]2[C:47](=[C:48](OS(C(F)(F)F)(=O)=O)[CH:49]=[CH:50][CH:51]=2)[NH:46][CH:45]=1)=[O:40])([CH3:37])([CH3:36])[CH3:35].C(=O)([O-])[O-].[Na+].[Na+], predict the reaction product. The product is: [C:34]([O:38][C:39](=[O:40])[NH:41][C:42]([CH3:62])([CH3:61])[CH2:43][C:44]1[C:52]2[C:47](=[C:48]([C:2]3[CH:10]=[CH:9][C:5]([C:6](=[O:7])[NH2:8])=[CH:4][CH:3]=3)[CH:49]=[CH:50][CH:51]=2)[NH:46][CH:45]=1)([CH3:37])([CH3:35])[CH3:36].